Dataset: Forward reaction prediction with 1.9M reactions from USPTO patents (1976-2016). Task: Predict the product of the given reaction. (1) Given the reactants COC(C1C(O)=C(O)N=C(CC2([C:19]3[CH:24]=[CH:23][CH:22]=[CH:21][CH:20]=3)CCCC2)N=1)=O.[CH3:25][NH:26][C:27]([C:29]1[N:30]=[C:31]([CH2:37][C:38]2([C:43]3[CH:48]=[CH:47][CH:46]=[CH:45][CH:44]=3)[CH2:42][CH2:41][CH2:40][CH2:39]2)[NH:32][C:33](=[O:36])[C:34]=1[OH:35])=[O:28], predict the reaction product. The product is: [CH2:25]([NH:26][C:27]([C:29]1[C:34]([OH:35])=[C:33]([OH:36])[N:32]=[C:31]([CH2:37][C:38]2([C:43]3[CH:48]=[CH:47][CH:46]=[CH:45][CH:44]=3)[CH2:39][CH2:40][CH2:41][CH2:42]2)[N:30]=1)=[O:28])[C:19]1[CH:24]=[CH:23][CH:22]=[CH:21][CH:20]=1. (2) Given the reactants [N+:1]([C:4]1[CH:9]=[CH:8][C:7]([CH2:10][C:11]([OH:13])=[O:12])=[CH:6][CH:5]=1)([O-:3])=[O:2].S(=O)(=O)(O)O.[OH-].[Na+].[CH2:21](O)[CH3:22], predict the reaction product. The product is: [N+:1]([C:4]1[CH:5]=[CH:6][C:7]([CH2:10][C:11]([O:13][CH2:21][CH3:22])=[O:12])=[CH:8][CH:9]=1)([O-:3])=[O:2]. (3) Given the reactants [CH:1]1[C:13]2[CH:12]([CH2:14][O:15][C:16](=[O:32])[N:17]([CH2:21][C:22]3[N:26]([CH3:27])[C:25]4[CH:28]=[CH:29][CH:30]=[CH:31][C:24]=4[N:23]=3)[CH2:18]C=O)[C:11]3[C:6](=[CH:7][CH:8]=[CH:9][CH:10]=3)[C:5]=2[CH:4]=[CH:3][CH:2]=1.[BH3-][C:34]#[N:35].[Na+].[C:37]([OH:40])(=[O:39])[CH3:38], predict the reaction product. The product is: [CH:1]1[C:13]2[CH:12]([CH2:14][O:15][C:16]([N:17]([CH2:21][C:22]3[N:26]([CH3:27])[C:25]4[CH:28]=[CH:29][CH:30]=[CH:31][C:24]=4[N:23]=3)[CH2:18][CH2:34][NH:35][C@@H:38]([C@@H:8]([CH3:7])[CH2:9][CH3:10])[C:37]([O:40][C:5]([CH3:6])([CH3:13])[CH3:4])=[O:39])=[O:32])[C:11]3[C:6](=[CH:7][CH:8]=[CH:9][CH:10]=3)[C:5]=2[CH:4]=[CH:3][CH:2]=1. (4) Given the reactants [CH:1]([O:4][C:5](=[O:15])[C@H:6]([CH2:8][C:9]([O:11][CH:12]([CH3:14])[CH3:13])=[O:10])[OH:7])([CH3:3])[CH3:2].[CH3:16][Si]([N-][Si](C)(C)C)(C)C.[Li+].IC.[NH4+].[Cl-], predict the reaction product. The product is: [CH3:16][C@@H:8]([C@@H:6]([OH:7])[C:5]([O:4][CH:1]([CH3:2])[CH3:3])=[O:15])[C:9]([O:11][CH:12]([CH3:14])[CH3:13])=[O:10]. (5) Given the reactants [F:1][C:2]1[CH:7]=[CH:6][CH:5]=[C:4]([F:8])[C:3]=1[CH2:9][C:10]#[N:11].B.[K], predict the reaction product. The product is: [F:1][C:2]1[CH:7]=[CH:6][CH:5]=[C:4]([F:8])[C:3]=1[CH2:9][CH2:10][NH2:11]. (6) Given the reactants [CH2:1]([O:8][N:9]1[C:18]2[C:13](=[CH:14][C:15](Br)=[CH:16][N:17]=2)[C:12]([NH:20][CH2:21][C:22]2[CH:27]=[CH:26][C:25]([O:28][CH3:29])=[CH:24][C:23]=2[O:30][CH3:31])=[C:11]([C:32]([NH:34][CH2:35][C:36]2[CH:41]=[CH:40][C:39]([F:42])=[CH:38][C:37]=2[F:43])=[O:33])[C:10]1=[O:44])[C:2]1[CH:7]=[CH:6][CH:5]=[CH:4][CH:3]=1.[CH2:45]([OH:48])[C:46]#[CH:47], predict the reaction product. The product is: [CH2:1]([O:8][N:9]1[C:18]2[C:13](=[CH:14][C:15]([C:47]#[C:46][CH2:45][OH:48])=[CH:16][N:17]=2)[C:12]([NH:20][CH2:21][C:22]2[CH:27]=[CH:26][C:25]([O:28][CH3:29])=[CH:24][C:23]=2[O:30][CH3:31])=[C:11]([C:32]([NH:34][CH2:35][C:36]2[CH:41]=[CH:40][C:39]([F:42])=[CH:38][C:37]=2[F:43])=[O:33])[C:10]1=[O:44])[C:2]1[CH:7]=[CH:6][CH:5]=[CH:4][CH:3]=1. (7) Given the reactants [NH2:1][C:2]1[C:3]([CH3:23])=[CH:4][C:5]2[C:9]([C:10]=1[C:11]([OH:13])=[O:12])=[N:8][N:7]([CH2:14][C:15]1[CH:20]=[CH:19][C:18]([O:21][CH3:22])=[CH:17][CH:16]=1)[CH:6]=2.[Cl:24][C:25]1[C:26]([N:31]2[C:35]([C:36](O)=O)=[CH:34][C:33]([O:39][CH3:40])=[N:32]2)=[N:27][CH:28]=[CH:29][CH:30]=1.C(Cl)(=O)C(Cl)=O.N1C(C)=CC=CC=1C.CS(Cl)(=O)=O, predict the reaction product. The product is: [Cl:24][C:25]1[C:26]([N:31]2[C:35]([C:36]3[O:12][C:11](=[O:13])[C:10]4[C:9]5=[N:8][N:7]([CH2:14][C:15]6[CH:20]=[CH:19][C:18]([O:21][CH3:22])=[CH:17][CH:16]=6)[CH:6]=[C:5]5[CH:4]=[C:3]([CH3:23])[C:2]=4[N:1]=3)=[CH:34][C:33]([O:39][CH3:40])=[N:32]2)=[N:27][CH:28]=[CH:29][CH:30]=1.